Dataset: Kir2.1 potassium channel HTS with 301,493 compounds. Task: Binary Classification. Given a drug SMILES string, predict its activity (active/inactive) in a high-throughput screening assay against a specified biological target. (1) The molecule is S(c1ccc(nc1)C(OC)=O)C. The result is 0 (inactive). (2) The result is 0 (inactive). The drug is S(c1n(ccn1)C)CC(=O)Nc1cc(F)c(cc1)C. (3) The compound is S(=O)(=O)(NC(/SC)=N/Cc1ccc(F)cc1)c1sccc1. The result is 0 (inactive).